Dataset: Peptide-MHC class I binding affinity with 185,985 pairs from IEDB/IMGT. Task: Regression. Given a peptide amino acid sequence and an MHC pseudo amino acid sequence, predict their binding affinity value. This is MHC class I binding data. The peptide sequence is AYFQSSMTK. The MHC is HLA-A03:01 with pseudo-sequence HLA-A03:01. The binding affinity (normalized) is 0.302.